From a dataset of Full USPTO retrosynthesis dataset with 1.9M reactions from patents (1976-2016). Predict the reactants needed to synthesize the given product. (1) Given the product [F:1][C:2]1[CH:3]=[C:4]([C:8]2[N:17]=[C:16]([O:18][CH:19]3[CH2:36][CH:35]4[CH:21]([C:22](=[O:42])[N:23]([CH3:41])[CH2:24][CH2:25][CH2:26][CH2:27][CH:28]=[CH:29][CH:30]5[C:32]([C:38]([NH:59][S:60]([CH:63]([CH3:65])[CH3:64])(=[O:62])=[O:61])=[O:40])([NH:33][C:34]4=[O:37])[CH2:31]5)[CH2:20]3)[C:15]3[C:10](=[C:11]([CH3:45])[C:12]([O:43][CH3:44])=[CH:13][CH:14]=3)[N:9]=2)[CH:5]=[CH:6][CH:7]=1, predict the reactants needed to synthesize it. The reactants are: [F:1][C:2]1[CH:3]=[C:4]([C:8]2[N:17]=[C:16]([O:18][CH:19]3[CH2:36][CH:35]4[CH:21]([C:22](=[O:42])[N:23]([CH3:41])[CH2:24][CH2:25][CH2:26][CH2:27][CH:28]=[CH:29][CH:30]5[C:32]([C:38]([OH:40])=O)([NH:33][C:34]4=[O:37])[CH2:31]5)[CH2:20]3)[C:15]3[C:10](=[C:11]([CH3:45])[C:12]([O:43][CH3:44])=[CH:13][CH:14]=3)[N:9]=2)[CH:5]=[CH:6][CH:7]=1.C1N=CN(C(N2C=NC=C2)=O)C=1.C[NH:59][S:60]([CH:63]1[CH2:65][CH2:64]1)(=[O:62])=[O:61].C1CCN2C(=NCCC2)CC1. (2) Given the product [C:7]1([C:1]2[CH:2]=[CH:3][CH:4]=[CH:5][CH:6]=2)[CH:8]=[CH:9][C:10]([O:13][CH2:21][C:20]2[CH:19]=[C:18]([CH:25]=[CH:24][CH:23]=2)[C:16]#[N:17])=[CH:11][CH:12]=1, predict the reactants needed to synthesize it. The reactants are: [C:1]1([C:7]2[CH:12]=[CH:11][C:10]([OH:13])=[CH:9][CH:8]=2)[CH:6]=[CH:5][CH:4]=[CH:3][CH:2]=1.[H-].[Na+].[C:16]([C:18]1[CH:19]=[C:20]([CH:23]=[CH:24][CH:25]=1)[CH2:21]Br)#[N:17]. (3) Given the product [CH2:1]([N:8]1[CH2:9][C:10](=[O:12])[N:32]([CH2:29][C:30]#[CH:31])[C:14](=[O:16])[CH2:13]1)[C:2]1[CH:3]=[CH:4][CH:5]=[CH:6][CH:7]=1, predict the reactants needed to synthesize it. The reactants are: [CH2:1]([N:8]([CH2:13][C:14]([OH:16])=O)[CH2:9][C:10]([OH:12])=O)[C:2]1[CH:7]=[CH:6][CH:5]=[CH:4][CH:3]=1.C(N1C=CN=C1)(N1C=CN=C1)=O.[CH2:29]([NH2:32])[C:30]#[CH:31]. (4) Given the product [NH2:15][C:14]1[C:13](=[N:12][NH:11][C:5]2[CH:6]=[CH:7][C:8]([O:34][CH3:19])=[C:3]([O:2][CH3:1])[CH:4]=2)[C:16]([NH2:17])=[N:36][N:35]=1, predict the reactants needed to synthesize it. The reactants are: [CH3:1][O:2][C:3]1[CH:4]=[C:5]([NH:11][N:12]=[C:13]([C:16]#[N:17])[C:14]#[N:15])[CH:6]=[CH:7][C:8]=1OC.N[C:19]1C=C(OC)C(OC)=CC=1.C(#N)CC#N.[OH2:34].[NH2:35][NH2:36]. (5) Given the product [CH:39]([C:34]1[CH:35]=[CH:36][CH:37]=[CH:38][C:33]=1[CH2:32][O:31][CH2:30][C:28]1[C:26](=[O:27])[NH:25][C:23](=[O:24])[N:22]([CH:29]=1)[C@@H:10]1[O:11][C@H:12]([CH2:13][OH:14])[C@@H:8]([OH:42])[CH2:9]1)([CH3:41])[CH3:40], predict the reactants needed to synthesize it. The reactants are: [Si]([C@@:8]1([OH:42])[C@@H:12]([CH2:13][O:14][Si](C(C)(C)C)(C)C)[O:11][C@@H:10]([N:22]2[CH:29]=[C:28]([CH2:30][O:31][CH2:32][C:33]3[CH:38]=[CH:37][CH:36]=[CH:35][C:34]=3[CH:39]([CH3:41])[CH3:40])[C:26](=[O:27])[NH:25][C:23]2=[O:24])[CH2:9]1)(C(C)(C)C)(C)C.O.O.O.[F-].C([N+](CCCC)(CCCC)CCCC)CCC. (6) Given the product [CH3:34][O:33][C:32]1[C:27]2[CH2:26][CH2:25][CH2:24][CH2:23][N:22]([C:20](=[O:21])[CH2:19][N:16]3[C:15]4[CH:35]=[CH:36][CH:37]=[CH:38][C:14]=4[N:13]([C:39]4[CH:40]=[CH:41][CH:42]=[CH:43][CH:44]=4)[C:12](=[O:45])[C@H:11]([CH2:10][C:3]4[C:4]5[CH2:5][CH2:6][CH2:7][CH2:8][C:9]=5[NH:1][N:2]=4)[C:17]3=[O:18])[C:28]=2[CH:29]=[CH:30][CH:31]=1, predict the reactants needed to synthesize it. The reactants are: [NH:1]1[C:9]2[C:4](=[CH:5][CH:6]=[CH:7][CH:8]=2)[C:3]([CH2:10][C@@H:11]2[C:17](=[O:18])[N:16]([CH2:19][C:20]([N:22]3[C:28]4[CH:29]=[CH:30][CH:31]=[C:32]([O:33][CH3:34])[C:27]=4[CH2:26][CH2:25][CH2:24][CH2:23]3)=[O:21])[C:15]3[CH:35]=[CH:36][CH:37]=[CH:38][C:14]=3[N:13]([C:39]3[CH:44]=[CH:43][CH:42]=[CH:41][CH:40]=3)[C:12]2=[O:45])=[N:2]1. (7) The reactants are: [Cl:1][C:2]1[CH:7]=[CH:6][C:5]([CH2:8][NH:9][C:10](=[O:16])[O:11][C:12]([CH3:15])([CH3:14])[CH3:13])=[C:4]([F:17])[C:3]=1[O:18][C:19]1[CH:24]=[C:23]([CH:25]=[CH2:26])[CH:22]=[C:21]([C:27]#[N:28])[CH:20]=1.[CH2:29](Cl)Cl. Given the product [Cl:1][C:2]1[CH:7]=[CH:6][C:5]([CH2:8][NH:9][C:10](=[O:16])[O:11][C:12]([CH3:15])([CH3:14])[CH3:13])=[C:4]([F:17])[C:3]=1[O:18][C:19]1[CH:24]=[C:23]([CH:25]2[CH2:29][CH2:26]2)[CH:22]=[C:21]([C:27]#[N:28])[CH:20]=1, predict the reactants needed to synthesize it. (8) Given the product [CH3:1][O:2][C:3]1[CH:4]=[C:5]([CH:12]2[CH2:17][CH2:16][N:15]([CH3:18])[CH2:14][CH2:13]2)[CH:6]=[CH:7][C:8]=1[NH2:9], predict the reactants needed to synthesize it. The reactants are: [CH3:1][O:2][C:3]1[CH:4]=[C:5]([C:12]2[CH2:13][CH2:14][N:15]([CH3:18])[CH2:16][CH:17]=2)[CH:6]=[CH:7][C:8]=1[N+:9]([O-])=O.